This data is from Full USPTO retrosynthesis dataset with 1.9M reactions from patents (1976-2016). The task is: Predict the reactants needed to synthesize the given product. (1) The reactants are: [CH3:1][O:2][C:3]1[CH:4]=[C:5]([C:9]2([C:16]#[N:17])[CH2:14][CH2:13][C:12](=[O:15])[CH2:11][CH2:10]2)[CH:6]=[CH:7][CH:8]=1.[BH4-].[Na+].[Cl-].[NH4+]. Given the product [OH:15][CH:12]1[CH2:11][CH2:10][C:9]([C:5]2[CH:6]=[CH:7][CH:8]=[C:3]([O:2][CH3:1])[CH:4]=2)([C:16]#[N:17])[CH2:14][CH2:13]1, predict the reactants needed to synthesize it. (2) The reactants are: [Cl:1][C:2]1[CH:7]=[CH:6][C:5]([C@:8]2([O:26][C@H:25]([CH2:27][O:28]C(=O)C)[C@@H:20]([O:21]C(=O)C)[C@H:15]([O:16]C(=O)C)[C@H:10]2[O:11]C(=O)C)[OH:9])=[CH:4][C:3]=1[CH2:32][C:33]1[CH:38]=[CH:37][C:36]([O:39]C(=O)C)=[CH:35][CH:34]=1.[OH-].[K+].Cl. Given the product [Cl:1][C:2]1[CH:7]=[CH:6][C:5]([C@:8]2([O:26][C@H:25]([CH2:27][OH:28])[C@@H:20]([OH:21])[C@H:15]([OH:16])[C@H:10]2[OH:11])[OH:9])=[CH:4][C:3]=1[CH2:32][C:33]1[CH:34]=[CH:35][C:36]([OH:39])=[CH:37][CH:38]=1, predict the reactants needed to synthesize it. (3) Given the product [Cl:10][C:11]1[CH:16]=[C:15]([NH:17][C:18]2[C:27]3[C:22](=[CH:23][CH:24]=[CH:25][C:26]=3[O:28][CH2:29][C@@H:30]3[CH2:34][CH2:33][CH2:32][N:31]3[C:35](=[O:38])[CH2:36][OH:37])[N:21]=[CH:20][N:19]=2)[CH:14]=[CH:13][C:12]=1[O:39][CH2:2][C:3]1[CH:8]=[CH:7][CH:6]=[CH:5][C:4]=1[F:9], predict the reactants needed to synthesize it. The reactants are: Cl[CH2:2][C:3]1[CH:8]=[CH:7][CH:6]=[CH:5][C:4]=1[F:9].[Cl:10][C:11]1[CH:16]=[C:15]([NH:17][C:18]2[C:27]3[C:22](=[CH:23][CH:24]=[CH:25][C:26]=3[O:28][CH2:29][C@@H:30]3[CH2:34][CH2:33][CH2:32][N:31]3[C:35](=[O:38])[CH2:36][OH:37])[N:21]=[CH:20][N:19]=2)[CH:14]=[CH:13][C:12]=1[OH:39]. (4) Given the product [CH3:4][C:2]([NH:5][S:6]([C:9]1[CH:17]=[C:13]([C:14]([N:62]2[CH2:63][CH2:64][C:65]([C:88]3[CH:93]=[CH:92][CH:91]=[C:90]([F:94])[CH:89]=3)([CH2:68][CH2:69][N:70]3[CH:71]4[CH2:77][CH2:76][CH:75]3[CH2:74][CH:73]([N:78]3[C:82]5[CH:83]=[CH:84][CH:85]=[CH:86][C:81]=5[N:80]=[C:79]3[CH3:87])[CH2:72]4)[CH2:66][CH2:67]2)=[O:16])[C:12]([F:18])=[CH:11][C:10]=1[F:19])(=[O:7])=[O:8])([CH3:1])[CH3:3], predict the reactants needed to synthesize it. The reactants are: [CH3:1][C:2]([NH:5][S:6]([C:9]1[C:10]([F:19])=[CH:11][C:12]([F:18])=[C:13]([CH:17]=1)[C:14]([OH:16])=O)(=[O:8])=[O:7])([CH3:4])[CH3:3].CCN(C(C)C)C(C)C.CN(C(ON1N=NC2C=CC=NC1=2)=[N+](C)C)C.F[P-](F)(F)(F)(F)F.ClC1C(C([N:62]2[CH2:67][CH2:66][C:65]([C:88]3[CH:93]=[CH:92][CH:91]=[C:90]([F:94])[CH:89]=3)([CH2:68][CH2:69][N:70]3[CH:75]4[CH2:76][CH2:77][CH:71]3[CH2:72][CH:73]([N:78]3[C:82]5[CH:83]=[CH:84][CH:85]=[CH:86][C:81]=5[N:80]=[C:79]3[CH3:87])[CH2:74]4)[CH2:64][CH2:63]2)=O)=C(Cl)C=CC=1S(NC)(=O)=O. (5) The reactants are: Cl.Cl.[CH2:3]([O:5][C:6]1[CH:7]=[C:8]2[C:13](=[C:14]3[CH2:18][C:17]([CH3:20])([CH3:19])[O:16][C:15]=13)[C:12]([C:21]1[CH:22]=[C:23]([NH2:27])[CH:24]=[CH:25][CH:26]=1)=[N:11][C:10]([CH3:29])([CH3:28])[CH2:9]2)[CH3:4].[CH3:30][C:31]([NH:36][C:37](=[O:42])[C:38]([F:41])([F:40])[F:39])([CH3:35])[C:32](O)=[O:33].O.ON1C2C=CC=CC=2N=N1.Cl.C(N=C=NCCCN(C)C)C.C(N(CC)CC)C. Given the product [CH3:35][C:31]([NH:36][C:37](=[O:42])[C:38]([F:41])([F:39])[F:40])([CH3:30])[C:32]([NH:27][C:23]1[CH:24]=[CH:25][CH:26]=[C:21]([C:12]2[C:13]3[C:8](=[CH:7][C:6]([O:5][CH2:3][CH3:4])=[C:15]4[O:16][C:17]([CH3:20])([CH3:19])[CH2:18][C:14]4=3)[CH2:9][C:10]([CH3:28])([CH3:29])[N:11]=2)[CH:22]=1)=[O:33], predict the reactants needed to synthesize it. (6) The reactants are: [CH:1]1[N:5]2[C@H:6]3[C@H:11]([NH:12][C:13]4([CH2:18][CH2:17][N:16](C(OC(C)(C)C)=O)[CH2:15][CH2:14]4)[C:4]2=[CH:3][CH:2]=1)[CH2:10][CH2:9][CH2:8][CH2:7]3.O1CCOCC1. Given the product [CH:1]1[N:5]2[C@H:6]3[C@H:11]([NH:12][C:13]4([CH2:14][CH2:15][NH:16][CH2:17][CH2:18]4)[C:4]2=[CH:3][CH:2]=1)[CH2:10][CH2:9][CH2:8][CH2:7]3, predict the reactants needed to synthesize it.